This data is from Forward reaction prediction with 1.9M reactions from USPTO patents (1976-2016). The task is: Predict the product of the given reaction. (1) Given the reactants [CH3:1][C:2]1[NH:3][C:4]2[CH:10]=[CH:9][CH:8]=[CH:7][C:5]=2[N:6]=1.Cl[C:12]1[N:20]=[C:19]2[C:15]([N:16]=[C:17]([CH2:22][N:23]3[CH2:33][CH2:32][C:26]4([O:31][CH2:30][CH2:29][CH2:28][O:27]4)[CH2:25][CH2:24]3)[N:18]2[CH3:21])=[C:14]([N:34]2[CH2:39][CH2:38][O:37][CH2:36][CH2:35]2)[N:13]=1, predict the reaction product. The product is: [CH3:21][N:18]1[C:17]([CH2:22][N:23]2[CH2:24][CH2:25][C:26]3([O:27][CH2:28][CH2:29][CH2:30][O:31]3)[CH2:32][CH2:33]2)=[N:16][C:15]2[C:19]1=[N:20][C:12]([N:3]1[C:4]3[CH:10]=[CH:9][CH:8]=[CH:7][C:5]=3[N:6]=[C:2]1[CH3:1])=[N:13][C:14]=2[N:34]1[CH2:39][CH2:38][O:37][CH2:36][CH2:35]1. (2) Given the reactants Cl[CH2:2][C:3]1[CH:28]=[CH:27][C:6]([O:7][CH2:8][C:9]2[N:10]=[C:11]([C:15]3[CH:20]=[CH:19][C:18]([CH2:21][C:22]([O:24][CH2:25][CH3:26])=[O:23])=[CH:17][CH:16]=3)[O:12][C:13]=2[CH3:14])=[C:5]([O:29][CH3:30])[CH:4]=1.Cl.[C:32]([O:40][CH2:41][C:42]1[S:43][CH:44]=[C:45](/[CH:47]=[CH:48]/[C:49]2[C:50]([OH:60])=[N:51][N:52]([C:54]3[CH:59]=[CH:58][CH:57]=[CH:56][CH:55]=3)[CH:53]=2)[N:46]=1)(=[O:39])[C:33]1[CH:38]=[CH:37][CH:36]=[CH:35][CH:34]=1.C(=O)([O-])[O-].[K+].[K+].CN(C)C=O, predict the reaction product. The product is: [C:32]([O:40][CH2:41][C:42]1[S:43][CH:44]=[C:45](/[CH:47]=[CH:48]/[C:49]2[C:50]([O:60][CH2:2][C:3]3[CH:28]=[CH:27][C:6]([O:7][CH2:8][C:9]4[N:10]=[C:11]([C:15]5[CH:20]=[CH:19][C:18]([CH2:21][C:22]([O:24][CH2:25][CH3:26])=[O:23])=[CH:17][CH:16]=5)[O:12][C:13]=4[CH3:14])=[C:5]([O:29][CH3:30])[CH:4]=3)=[N:51][N:52]([C:54]3[CH:55]=[CH:56][CH:57]=[CH:58][CH:59]=3)[CH:53]=2)[N:46]=1)(=[O:39])[C:33]1[CH:38]=[CH:37][CH:36]=[CH:35][CH:34]=1. (3) Given the reactants Br[C:2]1[C:3]([C:23]2[CH:28]=[CH:27][C:26]([Cl:29])=[CH:25][CH:24]=2)=[CH:4][C:5]2[N:6]([C:8]([CH2:11][C:12]3[C:13]([CH3:22])=[N:14][C:15]([C:18]([F:21])([F:20])[F:19])=[CH:16][CH:17]=3)=[N:9][N:10]=2)[CH:7]=1.[Cl:30][C:31]1[CH:36]=[C:35]([Cl:37])[CH:34]=[CH:33][C:32]=1B(O)O.C([O-])([O-])=O.[K+].[K+].ClC1C=CC(C2C(C3C=CC(Cl)=CC=3Cl)=CN3C(CC4C=NC(C(F)(F)F)=CC=4)=NN=C3C=2)=CC=1, predict the reaction product. The product is: [Cl:29][C:26]1[CH:27]=[CH:28][C:23]([C:3]2[C:2]([C:34]3[CH:33]=[CH:32][C:31]([Cl:30])=[CH:36][C:35]=3[Cl:37])=[CH:7][N:6]3[C:8]([CH2:11][C:12]4[C:13]([CH3:22])=[N:14][C:15]([C:18]([F:20])([F:19])[F:21])=[CH:16][CH:17]=4)=[N:9][N:10]=[C:5]3[CH:4]=2)=[CH:24][CH:25]=1.